From a dataset of Forward reaction prediction with 1.9M reactions from USPTO patents (1976-2016). Predict the product of the given reaction. (1) Given the reactants C1(=O)[N:5]([O:6][CH2:7][CH2:8][CH2:9][C:10]([O:12][CH3:13])=[O:11])C(=O)C2=CC=CC=C12.CNN, predict the reaction product. The product is: [NH2:5][O:6][CH2:7][CH2:8][CH2:9][C:10]([O:12][CH3:13])=[O:11]. (2) Given the reactants [CH2:1]([O:3][C:4](=[O:14])[C:5]1[CH:10]=[C:9]([CH3:11])[N:8]=[C:7]([CH:12]=[CH2:13])[CH:6]=1)[CH3:2], predict the reaction product. The product is: [CH2:1]([O:3][C:4](=[O:14])[C:5]1[CH:10]=[C:9]([CH3:11])[N:8]=[C:7]([CH2:12][CH3:13])[CH:6]=1)[CH3:2]. (3) Given the reactants [Br:1][C:2]1[C:10]2[NH:9][C:8](=[O:11])[NH:7][C:6]=2[CH:5]=[C:4]([Br:12])[C:3]=1[C:13]([O:15][CH3:16])=[O:14].[H-].[Na+].[CH2:19](Br)[CH2:20][CH:21]([CH3:23])[CH3:22].Cl, predict the reaction product. The product is: [Br:1][C:2]1[C:10]2[N:9]([CH2:19][CH2:20][CH:21]([CH3:23])[CH3:22])[C:8](=[O:11])[N:7]([CH2:10][CH2:2][CH:3]([CH3:13])[CH3:4])[C:6]=2[CH:5]=[C:4]([Br:12])[C:3]=1[C:13]([O:15][CH3:16])=[O:14]. (4) Given the reactants Cl[C:2]1[N:7]=[C:6]([O:8][CH3:9])[C:5]([C:10]([NH:12][CH2:13][C:14]2[CH:19]=[CH:18][C:17]([Cl:20])=[CH:16][CH:15]=2)=[O:11])=[C:4]([O:21][CH3:22])[N:3]=1.[NH:23]1[CH2:28][CH2:27][O:26][CH2:25][CH2:24]1.C(=O)([O-])[O-].[K+].[K+].O, predict the reaction product. The product is: [Cl:20][C:17]1[CH:18]=[CH:19][C:14]([CH2:13][NH:12][C:10]([C:5]2[C:4]([O:21][CH3:22])=[N:3][C:2]([N:23]3[CH2:28][CH2:27][O:26][CH2:25][CH2:24]3)=[N:7][C:6]=2[O:8][CH3:9])=[O:11])=[CH:15][CH:16]=1. (5) Given the reactants [CH2:1]([C:3]1[CH:8]=[C:7](N)[CH:6]=[CH:5][N:4]=1)[CH3:2].[N+]([O-])(O)=[O:11].N([O-])=O.[Na+], predict the reaction product. The product is: [CH2:1]([C:3]1[CH:8]=[C:7]([OH:11])[CH:6]=[CH:5][N:4]=1)[CH3:2].